Dataset: Catalyst prediction with 721,799 reactions and 888 catalyst types from USPTO. Task: Predict which catalyst facilitates the given reaction. Reactant: [Cl:1][C:2]1[CH:7]=[CH:6][CH:5]=[CH:4][C:3]=1[N:8]1[C:12]([C:13](O)=[O:14])=[CH:11][C:10]([C:16]([F:19])([F:18])[F:17])=[N:9]1.C(Cl)(Cl)[Cl:21].C(Cl)(=O)C(Cl)=O. Product: [Cl:1][C:2]1[CH:7]=[CH:6][CH:5]=[CH:4][C:3]=1[N:8]1[C:12]([C:13]([Cl:21])=[O:14])=[CH:11][C:10]([C:16]([F:19])([F:18])[F:17])=[N:9]1. The catalyst class is: 3.